Dataset: NCI-60 drug combinations with 297,098 pairs across 59 cell lines. Task: Regression. Given two drug SMILES strings and cell line genomic features, predict the synergy score measuring deviation from expected non-interaction effect. (1) Drug 1: CS(=O)(=O)C1=CC(=C(C=C1)C(=O)NC2=CC(=C(C=C2)Cl)C3=CC=CC=N3)Cl. Drug 2: CC(C)CN1C=NC2=C1C3=CC=CC=C3N=C2N. Cell line: MALME-3M. Synergy scores: CSS=-0.774, Synergy_ZIP=0.241, Synergy_Bliss=-1.74, Synergy_Loewe=-4.49, Synergy_HSA=-4.54. (2) Drug 1: CC1=C2C(C(=O)C3(C(CC4C(C3C(C(C2(C)C)(CC1OC(=O)C(C(C5=CC=CC=C5)NC(=O)OC(C)(C)C)O)O)OC(=O)C6=CC=CC=C6)(CO4)OC(=O)C)O)C)O. Drug 2: CNC(=O)C1=NC=CC(=C1)OC2=CC=C(C=C2)NC(=O)NC3=CC(=C(C=C3)Cl)C(F)(F)F. Cell line: CAKI-1. Synergy scores: CSS=41.5, Synergy_ZIP=11.3, Synergy_Bliss=12.0, Synergy_Loewe=-17.7, Synergy_HSA=15.2. (3) Drug 1: CCC1(CC2CC(C3=C(CCN(C2)C1)C4=CC=CC=C4N3)(C5=C(C=C6C(=C5)C78CCN9C7C(C=CC9)(C(C(C8N6C=O)(C(=O)OC)O)OC(=O)C)CC)OC)C(=O)OC)O.OS(=O)(=O)O. Drug 2: CS(=O)(=O)CCNCC1=CC=C(O1)C2=CC3=C(C=C2)N=CN=C3NC4=CC(=C(C=C4)OCC5=CC(=CC=C5)F)Cl. Cell line: HT29. Synergy scores: CSS=48.0, Synergy_ZIP=10.5, Synergy_Bliss=13.9, Synergy_Loewe=-16.0, Synergy_HSA=15.9.